This data is from Forward reaction prediction with 1.9M reactions from USPTO patents (1976-2016). The task is: Predict the product of the given reaction. Given the reactants [Si:1]([O:8][C@H:9]1[CH2:14][CH2:13][C@H:12]2[C@H:15]3[C@H:25]([CH2:26][CH2:27][C@:10]12[CH3:11])[C@:23]1([CH3:24])[C@H:18]([CH2:19][C:20](=[O:28])[CH2:21][CH2:22]1)[CH2:17][C@H:16]3[CH2:29][CH2:30][CH2:31][C:32]1[CH:37]=[C:36]([OH:38])[CH:35]=[C:34]([O:39][CH2:40][C:41]2[CH:46]=[CH:45][CH:44]=[CH:43][CH:42]=2)[CH:33]=1)([C:4]([CH3:7])([CH3:6])[CH3:5])([CH3:3])[CH3:2].[H-].[Na+].[CH2:49]([O:56][C:57](=[O:62])[CH2:58][CH2:59][CH2:60]Br)[C:50]1[CH:55]=[CH:54][CH:53]=[CH:52][CH:51]=1.O, predict the reaction product. The product is: [Si:1]([O:8][C@H:9]1[CH2:14][CH2:13][C@H:12]2[C@H:15]3[C@H:25]([CH2:26][CH2:27][C@:10]12[CH3:11])[C@:23]1([CH3:24])[C@H:18]([CH2:19][C:20](=[O:28])[CH2:21][CH2:22]1)[CH2:17][C@H:16]3[CH2:29][CH2:30][CH2:31][C:32]1[CH:37]=[C:36]([O:38][CH2:60][CH2:59][CH2:58][C:57]([O:56][CH2:49][C:50]2[CH:51]=[CH:52][CH:53]=[CH:54][CH:55]=2)=[O:62])[CH:35]=[C:34]([O:39][CH2:40][C:41]2[CH:42]=[CH:43][CH:44]=[CH:45][CH:46]=2)[CH:33]=1)([C:4]([CH3:5])([CH3:6])[CH3:7])([CH3:3])[CH3:2].